From a dataset of Reaction yield outcomes from USPTO patents with 853,638 reactions. Predict the reaction yield, written as a fraction of the theoretical maximum amount of product (1.0 means a 100% yield; for example, 0.34 means a 34% yield). (1) The reactants are [O:1]([CH2:8][C@@H:9]1[CH2:13][CH2:12][CH2:11][N:10]1[S:14]([C:17]1[CH:18]=[C:19]2[C:23](=[CH:24][CH:25]=1)[NH:22][C:21](=[O:26])[C:20]2=[O:27])(=[O:16])=[O:15])[C:2]1[CH:7]=[CH:6][CH:5]=[CH:4][CH:3]=1.O.C1(C)C=CC(S(O)(=O)=O)=CC=1.[CH2:40](O)[CH2:41][CH2:42][OH:43].C1(C)C=CC(S(O)(=O)=O)=CC=1. The catalyst is C1C=CC=CC=1. The product is [O:1]([CH2:8][C@@H:9]1[CH2:13][CH2:12][CH2:11][N:10]1[S:14]([C:17]1[CH:18]=[C:19]2[C:23](=[CH:24][CH:25]=1)[NH:22][C:21](=[O:26])[C:20]12[O:43][CH2:42][CH2:41][CH2:40][O:27]1)(=[O:16])=[O:15])[C:2]1[CH:7]=[CH:6][CH:5]=[CH:4][CH:3]=1. The yield is 0.617. (2) The reactants are CC(C[AlH]CC(C)C)C.C(Cl)Cl.Cl.[Cl:14][C:15]1[C:16]([NH:34][C:35]2[CH:40]=[CH:39][C:38]([O:41][CH3:42])=[CH:37][C:36]=2[N:43]([CH2:48][C:49]#[N:50])[S:44]([CH3:47])(=[O:46])=[O:45])=[N:17][C:18]([NH:21][C:22]2[CH:27]=[C:26]([O:28][CH3:29])[C:25]([O:30][CH3:31])=[C:24]([O:32][CH3:33])[CH:23]=2)=[N:19][CH:20]=1.[Cl-].[NH4+]. The catalyst is C1(C)C=CC=CC=1. The product is [NH2:50][CH2:49][CH2:48][N:43]([C:36]1[CH:37]=[C:38]([O:41][CH3:42])[CH:39]=[CH:40][C:35]=1[NH:34][C:16]1[C:15]([Cl:14])=[CH:20][N:19]=[C:18]([NH:21][C:22]2[CH:27]=[C:26]([O:28][CH3:29])[C:25]([O:30][CH3:31])=[C:24]([O:32][CH3:33])[CH:23]=2)[N:17]=1)[S:44]([CH3:47])(=[O:46])=[O:45]. The yield is 0.340.